Predict the reactants needed to synthesize the given product. From a dataset of Full USPTO retrosynthesis dataset with 1.9M reactions from patents (1976-2016). (1) Given the product [Ca:2].[CH3:7][CH:6]([CH2:8][CH2:9][CH2:10][CH2:11][CH2:12][CH2:13][CH2:14][CH2:15][CH2:16][C@H:17]1[O:49][C:47](=[O:48])[C@H:46]([CH2:50][CH:51]([CH3:52])[CH3:53])[NH:45][C:43](=[O:44])[C@@H:42]([CH2:54][CH:55]([CH3:56])[CH3:57])[NH:41][C:39](=[O:40])[C@H:38]([CH2:58][C:59]([OH:61])=[O:60])[NH:37][C:35](=[O:36])[C@H:34]([CH:62]([CH3:63])[CH3:64])[NH:33][C:31](=[O:32])[C@@H:30]([CH2:65][CH:66]([CH3:68])[CH3:67])[NH:29][C:27](=[O:28])[C@H:26]([CH2:69][CH:70]([CH3:72])[CH3:71])[NH:25][C:23](=[O:24])[C@H:22]([CH2:73][CH2:74][C:75]([OH:77])=[O:76])[NH:21][C:19](=[O:20])[CH2:18]1)[CH3:5], predict the reactants needed to synthesize it. The reactants are: [Cl-].[Ca+2:2].[Cl-].[Na].[CH3:5][CH:6]([CH2:8][CH2:9][CH2:10][CH2:11][CH2:12][CH2:13][CH2:14][CH2:15][CH2:16][C@H:17]1[O:49][C:47](=[O:48])[C@H:46]([CH2:50][CH:51]([CH3:53])[CH3:52])[NH:45][C:43](=[O:44])[C@@H:42]([CH2:54][CH:55]([CH3:57])[CH3:56])[NH:41][C:39](=[O:40])[C@H:38]([CH2:58][C:59]([OH:61])=[O:60])[NH:37][C:35](=[O:36])[C@H:34]([CH:62]([CH3:64])[CH3:63])[NH:33][C:31](=[O:32])[C@@H:30]([CH2:65][CH:66]([CH3:68])[CH3:67])[NH:29][C:27](=[O:28])[C@H:26]([CH2:69][CH:70]([CH3:72])[CH3:71])[NH:25][C:23](=[O:24])[C@H:22]([CH2:73][CH2:74][C:75]([OH:77])=[O:76])[NH:21][C:19](=[O:20])[CH2:18]1)[CH3:7].CC(CCCCCCCCC[C@H]1OC(=O)[C@H](CC(C)C)NC(=O)[C@@H](CC(C)C)NC(=O)[C@H](CC(O)=O)NC(=O)[C@H](C(C)C)NC(=O)[C@@H](CC(C)C)NC(=O)[C@H](CC(C)C)NC(=O)[C@H](CCC(O)=O)NC(=O)C1)C. (2) Given the product [C:23]([O:22][C:20]([N:18]1[CH2:19][C:14]2[CH:13]=[N:12][C:11]([NH:36][CH:28]3[CH2:29][C:30]4[C:35](=[CH:34][CH:33]=[CH:32][CH:31]=4)[CH2:27]3)=[N:16][C:15]=2[CH2:17]1)=[O:21])([CH3:26])([CH3:25])[CH3:24], predict the reactants needed to synthesize it. The reactants are: C(N(C(C)C)C(C)C)C.Cl[C:11]1[N:12]=[CH:13][C:14]2[CH2:19][N:18]([C:20]([O:22][C:23]([CH3:26])([CH3:25])[CH3:24])=[O:21])[CH2:17][C:15]=2[N:16]=1.[CH2:27]1[C:35]2[C:30](=[CH:31][CH:32]=[CH:33][CH:34]=2)[CH2:29][CH:28]1[NH2:36].O. (3) Given the product [CH:4]1([C:7]([OH:9])=[O:8])[CH2:5][CH2:6][CH2:1][CH2:2][CH2:3]1, predict the reactants needed to synthesize it. The reactants are: [CH:1]1(C(O)=O)[CH2:6][CH2:5][CH:4]([C:7]([OH:9])=[O:8])[CH2:3][CH2:2]1.Cl.C(N=C=NCCCN(C)C)C.FC1C=C(O)C=C(F)C=1F. (4) Given the product [CH3:30][O:29][CH2:28][C:27]1[N:24]=[C:23]([N:20]2[CH2:19][CH2:18][CH:17]([C@H:15]3[CH2:16][C@H:14]3[CH2:13][CH2:12][O:11][C:8]3[CH:7]=[CH:6][C:5]([S:2]([CH3:1])(=[O:3])=[O:4])=[CH:10][N:9]=3)[CH2:22][CH2:21]2)[O:25][N:26]=1, predict the reactants needed to synthesize it. The reactants are: [CH3:1][S:2]([C:5]1[CH:6]=[CH:7][C:8]([O:11][CH2:12][CH2:13][C@@H:14]2[CH2:16][C@@H:15]2[CH:17]2[CH2:22][CH2:21][N:20]([C:23]#[N:24])[CH2:19][CH2:18]2)=[N:9][CH:10]=1)(=[O:4])=[O:3].[OH:25][NH:26][C:27](=N)[CH2:28][O:29][CH3:30].